Dataset: Reaction yield outcomes from USPTO patents with 853,638 reactions. Task: Predict the reaction yield, written as a fraction of the theoretical maximum amount of product (1.0 means a 100% yield; for example, 0.34 means a 34% yield). (1) The reactants are Br[C:2]1[N:6]=[CH:5][N:4]([C:7]2[CH:12]=[CH:11][C:10]([O:13][C:14]([F:17])([F:16])[F:15])=[CH:9][CH:8]=2)[N:3]=1.CC1(C)C(C)(C)OB([C:26]2[CH:43]=[CH:42][C:29]([CH2:30][NH:31][C:32](=[O:41])[O:33][CH2:34][C:35]3[CH:40]=[CH:39][CH:38]=[CH:37][CH:36]=3)=[CH:28][CH:27]=2)O1.P([O-])([O-])([O-])=O.[K+].[K+].[K+].O1CCOCC1. The catalyst is [Cl-].[Na+].O.O. The product is [F:15][C:14]([F:17])([F:16])[O:13][C:10]1[CH:11]=[CH:12][C:7]([N:4]2[CH:5]=[N:6][C:2]([C:26]3[CH:43]=[CH:42][C:29]([CH2:30][NH:31][C:32](=[O:41])[O:33][CH2:34][C:35]4[CH:36]=[CH:37][CH:38]=[CH:39][CH:40]=4)=[CH:28][CH:27]=3)=[N:3]2)=[CH:8][CH:9]=1. The yield is 0.560. (2) The catalyst is ClCCl. The reactants are [CH3:1][S:2](Cl)(=[O:4])=[O:3].[CH2:6]([O:13][C@@H:14]1[CH2:17][C@H:16]([OH:18])[CH2:15]1)[C:7]1[CH:12]=[CH:11][CH:10]=[CH:9][CH:8]=1.C(N(CC)CC)C.O. The product is [CH2:6]([O:13][C@@H:14]1[CH2:17][C@H:16]([O:18][S:2]([CH3:1])(=[O:4])=[O:3])[CH2:15]1)[C:7]1[CH:12]=[CH:11][CH:10]=[CH:9][CH:8]=1. The yield is 1.00. (3) The reactants are FC(F)(F)C(O)=O.C(OC([N:15]1[C:20]2[CH:21]=[C:22]([Cl:26])[C:23]([Cl:25])=[CH:24][C:19]=2[O:18][CH:17]([C:27]([N:29]2[CH2:34][CH2:33][C:32]([C:43]#[N:44])([CH2:35][C:36]3[CH:41]=[CH:40][C:39]([F:42])=[CH:38][CH:37]=3)[CH2:31][CH2:30]2)=[O:28])[CH2:16]1)=O)(C)(C)C. The catalyst is C(Cl)Cl. The product is [Cl:26][C:22]1[C:23]([Cl:25])=[CH:24][C:19]2[O:18][CH:17]([C:27]([N:29]3[CH2:30][CH2:31][C:32]([CH2:35][C:36]4[CH:37]=[CH:38][C:39]([F:42])=[CH:40][CH:41]=4)([C:43]#[N:44])[CH2:33][CH2:34]3)=[O:28])[CH2:16][NH:15][C:20]=2[CH:21]=1. The yield is 0.960. (4) The reactants are [CH3:1][O:2][C:3](=[O:21])[C:4]([C:11]1[CH:16]=[C:15]([CH:17]=[O:18])[C:14]([OH:19])=[C:13](Br)[CH:12]=1)([CH2:8][O:9][CH3:10])[CH2:5][O:6][CH3:7].[F:22][C:23]1[CH:24]=[CH:25][C:26]([O:32][CH2:33][O:34][CH3:35])=[C:27](B(O)O)[CH:28]=1.C(=O)([O-])[O-].[Na+].[Na+].Cl. The catalyst is C(COC)OC. The product is [CH3:1][O:2][C:3](=[O:21])[C:4]([C:11]1[CH:12]=[C:13]([C:27]2[CH:28]=[C:23]([F:22])[CH:24]=[CH:25][C:26]=2[O:32][CH2:33][O:34][CH3:35])[C:14]([OH:19])=[C:15]([CH:17]=[O:18])[CH:16]=1)([CH2:8][O:9][CH3:10])[CH2:5][O:6][CH3:7]. The yield is 0.610. (5) The reactants are [C:1]1(=[CH:7][C:8]2[C:9]([C:17]3[CH:22]=[C:21]([C:23]([CH3:26])([CH3:25])[CH3:24])[CH:20]=[C:19]([C:27]([CH3:30])([CH3:29])[CH3:28])[CH:18]=3)=[N:10][C:11]([C:14]([NH2:16])=[O:15])=[N:12][CH:13]=2)[CH2:6][CH2:5][CH2:4][CH2:3][CH2:2]1.[OH-].[Na+]. The catalyst is CO.C(Cl)(Cl)Cl.[Pd]. The product is [CH:1]1([CH2:7][C:8]2[C:9]([C:17]3[CH:22]=[C:21]([C:23]([CH3:25])([CH3:24])[CH3:26])[CH:20]=[C:19]([C:27]([CH3:30])([CH3:29])[CH3:28])[CH:18]=3)=[N:10][C:11]([C:14]([NH2:16])=[O:15])=[N:12][CH:13]=2)[CH2:6][CH2:5][CH2:4][CH2:3][CH2:2]1. The yield is 0.500.